From a dataset of Reaction yield outcomes from USPTO patents with 853,638 reactions. Predict the reaction yield, written as a fraction of the theoretical maximum amount of product (1.0 means a 100% yield; for example, 0.34 means a 34% yield). (1) The product is [CH2:1]([O:4][C:5]1[CH:10]=[CH:9][C:8]([CH2:11][Br:15])=[CH:7][C:6]=1[Cl:13])[CH:2]=[CH2:3]. The catalyst is C(Cl)Cl. The yield is 0.820. The reactants are [CH2:1]([O:4][C:5]1[CH:10]=[CH:9][C:8]([CH2:11]O)=[CH:7][C:6]=1[Cl:13])[CH:2]=[CH2:3].P(Br)(Br)[Br:15]. (2) The reactants are [OH:1][C:2]1[C:3](=[O:29])[C:4]([C:18]2[N:22]([C:23]3[CH:28]=[CH:27][CH:26]=[CH:25][CH:24]=3)[N:21]=[CH:20][CH:19]=2)=[N:5][N:6]([C:8]2[CH:13]=[CH:12][CH:11]=[C:10]([C:14]([F:17])([F:16])[F:15])[CH:9]=2)[CH:7]=1.Br[CH2:31][CH:32]1[CH2:34][CH2:33]1.C([O-])([O-])=O.[K+].[K+].O. The catalyst is CN(C=O)C. The product is [CH:32]1([CH2:31][O:1][C:2]2[C:3](=[O:29])[C:4]([C:18]3[N:22]([C:23]4[CH:24]=[CH:25][CH:26]=[CH:27][CH:28]=4)[N:21]=[CH:20][CH:19]=3)=[N:5][N:6]([C:8]3[CH:13]=[CH:12][CH:11]=[C:10]([C:14]([F:16])([F:15])[F:17])[CH:9]=3)[CH:7]=2)[CH2:34][CH2:33]1. The yield is 0.910. (3) The reactants are [Br:1][C:2]1[CH:9]=[CH:8][CH:7]=[CH:6][C:3]=1[CH:4]=[O:5].[N+:10]([O-])([O-:12])=[O:11].[K+]. The product is [Br:1][C:2]1[CH:9]=[CH:8][C:7]([N+:10]([O-:12])=[O:11])=[CH:6][C:3]=1[CH:4]=[O:5]. The catalyst is OS(O)(=O)=O. The yield is 0.940. (4) The reactants are [CH3:1][N:2]1[C:7](=[O:8])[C:6]([N:9]2[CH2:14][CH2:13][S:12](=[O:16])(=[O:15])[CH2:11][CH2:10]2)=[C:5]2[C:17](=[O:33])[N:18]([CH2:21][CH2:22][C:23]3[CH:32]=[CH:31][C:30]4[C:25](=[CH:26][CH:27]=[CH:28][CH:29]=4)[N:24]=3)[C:19](=S)[C:4]2=[CH:3]1.C1COCC1. The catalyst is [Ni].CCO. The product is [CH3:1][N:2]1[C:7](=[O:8])[C:6]([N:9]2[CH2:10][CH2:11][S:12](=[O:16])(=[O:15])[CH2:13][CH2:14]2)=[C:5]2[C:17](=[O:33])[N:18]([CH2:21][CH2:22][C:23]3[CH:32]=[CH:31][C:30]4[C:25](=[CH:26][CH:27]=[CH:28][CH:29]=4)[N:24]=3)[CH2:19][C:4]2=[CH:3]1. The yield is 0.480. (5) The reactants are [CH3:1][O:2][C:3]1[CH:12]=[C:11]2[C:6]([CH2:7][C:8]([CH3:14])([CH3:13])[NH:9][CH2:10]2)=[CH:5][C:4]=1[O:15][Si:16]([CH:23]([CH3:25])[CH3:24])([CH:20]([CH3:22])[CH3:21])[CH:17]([CH3:19])[CH3:18].[CH3:26][O:27][C:28]1[CH:29]=[C:30]([CH:34]=[C:35]([O:39][CH3:40])[C:36]=1[O:37][CH3:38])[C:31](Cl)=[O:32].O. The catalyst is C(Cl)Cl. The product is [CH3:1][O:2][C:3]1[CH:12]=[C:11]2[C:6]([CH2:7][C:8]([CH3:13])([CH3:14])[N:9]([C:31]([C:30]3[CH:34]=[C:35]([O:39][CH3:40])[C:36]([O:37][CH3:38])=[C:28]([O:27][CH3:26])[CH:29]=3)=[O:32])[CH2:10]2)=[CH:5][C:4]=1[O:15][Si:16]([CH:23]([CH3:25])[CH3:24])([CH:20]([CH3:22])[CH3:21])[CH:17]([CH3:18])[CH3:19]. The yield is 0.520. (6) The reactants are [C:1]1([C:7]2[NH:11][CH:10]=[C:9]([CH:12]=[O:13])[CH:8]=2)[CH:6]=[CH:5][CH:4]=[CH:3][CH:2]=1.[H-].[Na+].C1OCCOCCOCCOCCOC1.Cl[S:32]([C:35]1[CH:36]=[C:37]([CH:42]=[CH:43][CH:44]=1)[C:38]([O:40][CH3:41])=[O:39])(=[O:34])=[O:33]. No catalyst specified. The product is [CH:12]([C:9]1[CH:8]=[C:7]([C:1]2[CH:6]=[CH:5][CH:4]=[CH:3][CH:2]=2)[N:11]([S:32]([C:35]2[CH:36]=[C:37]([CH:42]=[CH:43][CH:44]=2)[C:38]([O:40][CH3:41])=[O:39])(=[O:34])=[O:33])[CH:10]=1)=[O:13]. The yield is 0.690. (7) The reactants are [CH:1]1[C:10]2[C:5](=[CH:6][CH:7]=[CH:8][CH:9]=2)[CH:4]=[CH:3][C:2]=1[S:11](Cl)(=[O:13])=[O:12].[NH2:15][C:16]1[CH:17]=[C:18]2[C:22](=[CH:23][CH:24]=1)[N:21]([CH2:25][CH2:26][N:27]([CH3:29])[CH3:28])[CH:20]=[CH:19]2. The catalyst is CN(C)C=O.C(N(C(C)C)C(C)C)C. The product is [CH3:28][N:27]([CH3:29])[CH2:26][CH2:25][N:21]1[C:22]2[C:18](=[CH:17][C:16]([NH:15][S:11]([C:2]3[CH:3]=[CH:4][C:5]4[C:10](=[CH:9][CH:8]=[CH:7][CH:6]=4)[CH:1]=3)(=[O:13])=[O:12])=[CH:24][CH:23]=2)[CH:19]=[CH:20]1. The yield is 0.800.